From a dataset of Reaction yield outcomes from USPTO patents with 853,638 reactions. Predict the reaction yield, written as a fraction of the theoretical maximum amount of product (1.0 means a 100% yield; for example, 0.34 means a 34% yield). (1) The reactants are [C:1]([O:4][C:5](=[O:7])[CH3:6])(=O)[CH3:2].N1C=CC=CC=1.[Cl:14][C:15]1[C:20]([F:21])=[CH:19][CH:18]=[C:17]([Cl:22])[C:16]=1C(O)C. The catalyst is C(Cl)Cl. The product is [C:5]([O:4][CH:1]([C:16]1[C:17]([Cl:22])=[CH:18][CH:19]=[C:20]([F:21])[C:15]=1[Cl:14])[CH3:2])(=[O:7])[CH3:6]. The yield is 0.856. (2) The reactants are N([O-])=O.[Na+].Cl.N[C:7]1[C:8]([Cl:18])=[C:9]([C:13]([Cl:17])=[CH:14][C:15]=1[Br:16])[C:10]([OH:12])=[O:11].[PH2](O)=O. No catalyst specified. The product is [Br:16][C:15]1[CH:7]=[C:8]([Cl:18])[C:9]([C:10]([OH:12])=[O:11])=[C:13]([Cl:17])[CH:14]=1. The yield is 0.420. (3) The reactants are [NH2:1][C:2]1[CH:7]=[CH:6][CH:5]=[C:4]([Br:8])[C:3]=1[OH:9].C[O:11][C:12](=O)[CH:13](Br)[C:14]1[CH:19]=[CH:18][CH:17]=[CH:16][CH:15]=1.CN1CCCC1=O.N12CCCN=C1CCCCC2. The catalyst is C(OCC)(=O)C. The product is [Br:8][C:4]1[C:3]2[O:9][CH:13]([C:14]3[CH:19]=[CH:18][CH:17]=[CH:16][CH:15]=3)[C:12](=[O:11])[NH:1][C:2]=2[CH:7]=[CH:6][CH:5]=1. The yield is 0.600. (4) The reactants are B.[O:2]1[CH2:6][CH2:5][CH2:4][CH2:3]1.C(OC(C1[CH:17]([C:18]2[CH:23]=[CH:22][C:21]([F:24])=[CH:20][CH:19]=2)[CH2:16][C:15](=O)[NH:14][C:13]1=O)=O)C.[O:27]1CCCC1. No catalyst specified. The product is [C:6]([CH2:5][CH2:4][C:3]1[CH:17]([C:18]2[CH:19]=[CH:20][C:21]([F:24])=[CH:22][CH:23]=2)[CH2:16][CH2:15][NH:14][CH:13]=1)([OH:2])=[O:27]. The yield is 0.400. (5) The reactants are Cl[C:2]1[N:7]=[C:6]([NH:8][CH:9]2[CH2:17][CH:16]3[N:12]([CH2:13][CH2:14][CH2:15]3)[C:11]([CH3:19])([CH3:18])[CH2:10]2)[C:5]([F:20])=[CH:4][N:3]=1.[NH2:21][C:22]1[CH:23]=[CH:24][C:25]([O:35][CH:36]2[CH2:41][CH2:40][O:39][CH2:38][CH2:37]2)=[C:26]([N:28]2[C:32](=[O:33])[N:31]([CH3:34])[N:30]=[N:29]2)[CH:27]=1. The catalyst is CC(O)C. The product is [NH3:3].[CH3:32][OH:33].[F:20][C:5]1[C:6]([NH:8][CH:9]2[CH2:17][CH:16]3[N:12]([CH2:13][CH2:14][CH2:15]3)[C:11]([CH3:19])([CH3:18])[CH2:10]2)=[N:7][C:2]([NH:21][C:22]2[CH:23]=[CH:24][C:25]([O:35][CH:36]3[CH2:41][CH2:40][O:39][CH2:38][CH2:37]3)=[C:26]([N:28]3[C:32](=[O:33])[N:31]([CH3:34])[N:30]=[N:29]3)[CH:27]=2)=[N:3][CH:4]=1. The yield is 0.0100. (6) The reactants are [Cl:1][C:2]1[N:3]=[C:4](Cl)[C:5]2[S:10][CH:9]=[CH:8][C:6]=2[N:7]=1.[NH:12]1[CH2:17][CH2:16][O:15][CH2:14][CH2:13]1. The catalyst is CO. The product is [Cl:1][C:2]1[N:3]=[C:4]([N:12]2[CH2:17][CH2:16][O:15][CH2:14][CH2:13]2)[C:5]2[S:10][CH:9]=[CH:8][C:6]=2[N:7]=1. The yield is 1.00. (7) The reactants are [Cl:1][C:2]1[N:11]=[C:10](Cl)[C:9]2[CH2:8][CH2:7][CH2:6][CH:5]([C:13]3[CH:18]=[CH:17][CH:16]=[CH:15][CH:14]=3)[C:4]=2[N:3]=1.[CH3:19][NH:20][CH2:21][CH3:22]. The catalyst is CO. The product is [Cl:1][C:2]1[N:11]=[C:10]([N:20]([CH2:21][CH3:22])[CH3:19])[C:9]2[CH2:8][CH2:7][CH2:6][CH:5]([C:13]3[CH:18]=[CH:17][CH:16]=[CH:15][CH:14]=3)[C:4]=2[N:3]=1. The yield is 0.729. (8) The reactants are C1([Li])C=CC=CC=1.[Cl-].[C:9]1([CH2:14][P+](C2C=CC=CC=2)(C2C=CC=CC=2)C2C=CC=CC=2)[S:13][CH:12]=[CH:11][CH:10]=1.[CH2:34]([N:38]([CH2:51][CH2:52][CH2:53][CH3:54])[C:39]1[CH:44]=[CH:43][C:42]([CH:45]=[CH:46][CH:47]=O)=[C:41]([O:49][CH3:50])[CH:40]=1)[CH2:35][CH2:36][CH3:37].O. The catalyst is O1CCCC1.C(OCC)(=O)C. The product is [CH2:34]([N:38]([CH2:51][CH2:52][CH2:53][CH3:54])[C:39]1[CH:44]=[CH:43][C:42]([CH:45]=[CH:46][CH:47]=[CH:14][C:9]2[S:13][CH:12]=[CH:11][CH:10]=2)=[C:41]([O:49][CH3:50])[CH:40]=1)[CH2:35][CH2:36][CH3:37]. The yield is 0.720. (9) The reactants are [NH2:1][C:2]1[C:3]2[N:4]([C:14]([CH3:18])=[C:15]([CH3:17])[N:16]=2)[CH:5]=[C:6]([C:8]([O:10][CH:11]([CH3:13])[CH3:12])=[O:9])[CH:7]=1.[Na+].[I-].C([O-])([O-])=O.[K+].[K+].[CH3:27][C:28]1[CH:35]=[CH:34][CH:33]=[C:32]([CH3:36])[C:29]=1[CH2:30]Cl. The catalyst is C(O)(C)C.O. The product is [CH3:27][C:28]1[CH:35]=[CH:34][CH:33]=[C:32]([CH3:36])[C:29]=1[CH2:30][NH:1][C:2]1[C:3]2[N:4]([C:14]([CH3:18])=[C:15]([CH3:17])[N:16]=2)[CH:5]=[C:6]([C:8]([O:10][CH:11]([CH3:13])[CH3:12])=[O:9])[CH:7]=1. The yield is 0.900.